From a dataset of Catalyst prediction with 721,799 reactions and 888 catalyst types from USPTO. Predict which catalyst facilitates the given reaction. (1) Reactant: [NH:1]1[C:5]2=[N:6][CH:7]=[CH:8][CH:9]=[C:4]2[C:3]([CH:10]=[C:11]2[O:15][C:14]([NH:16][C:17]3[CH:22]=[CH:21][C:20]([F:23])=[CH:19][C:18]=3[F:24])=[C:13](C(OCC)=O)[C:12]2=[O:30])=[CH:2]1. Product: [NH:1]1[C:5]2=[N:6][CH:7]=[CH:8][CH:9]=[C:4]2[C:3]([CH:10]=[C:11]2[C:12](=[O:30])[CH:13]=[C:14]([NH:16][C:17]3[CH:22]=[CH:21][C:20]([F:23])=[CH:19][C:18]=3[F:24])[O:15]2)=[CH:2]1. The catalyst class is: 9. (2) Reactant: [H-].[Na+].[CH3:3][C:4]1[NH:5][C:6]2[C:11]([C:12]=1[CH3:13])=[CH:10][C:9]([N+:14]([O-])=O)=[CH:8][CH:7]=2.[CH3:17][N:18]([CH2:20][CH2:21]Cl)[CH3:19]. Product: [CH3:17][N:18]([CH3:19])[CH2:20][CH2:21][N:5]1[C:6]2[C:11](=[CH:10][C:9]([NH2:14])=[CH:8][CH:7]=2)[C:12]([CH3:13])=[C:4]1[CH3:3]. The catalyst class is: 7. (3) Reactant: CCN(C(C)C)C(C)C.[OH:10][CH2:11][CH2:12][O:13][CH2:14][CH2:15][NH:16][CH2:17][CH2:18][O:19][CH2:20][CH2:21][NH:22][C:23](=[O:29])[O:24][C:25]([CH3:28])([CH3:27])[CH3:26].C(C(Br)C([O-])=O)C1C=CC=CC=1.Br[CH2:43][C:44]([O:46][CH2:47][C:48]1[CH:53]=[CH:52][CH:51]=[CH:50][CH:49]=1)=[O:45]. Product: [OH:10][CH2:11][CH2:12][O:13][CH2:14][CH2:15][N:16]([CH2:43][C:44]([O:46][CH2:47][C:48]1[CH:53]=[CH:52][CH:51]=[CH:50][CH:49]=1)=[O:45])[CH2:17][CH2:18][O:19][CH2:20][CH2:21][NH:22][C:23](=[O:29])[O:24][C:25]([CH3:26])([CH3:28])[CH3:27]. The catalyst class is: 47. (4) Reactant: [CH3:1][S:2]([CH:5]([C:7]1[CH:8]=[CH:9][C:10]([C:13]([F:16])([F:15])[F:14])=[N:11][CH:12]=1)[CH3:6])(=[NH:4])=[O:3].Cl[C:18]([O:20][CH3:21])=[O:19]. Product: [CH3:1][S:2](=[O:3])([CH:5]([C:7]1[CH:12]=[N:11][C:10]([C:13]([F:15])([F:16])[F:14])=[CH:9][CH:8]=1)[CH3:6])=[N:4][C:18](=[O:19])[O:20][CH3:21]. The catalyst class is: 154. (5) Reactant: [CH2:1]([O:5][C:6]([C:8]1C=CN=C(Cl)[CH:9]=1)=[O:7])CCC.C([N:18]([CH:21]([CH3:23])C)[CH2:19][CH3:20])(C)C.[NH:24]1[CH2:29][CH2:28][NH:27][CH2:26][CH2:25]1. Product: [CH3:1][O:5][C:6]([CH2:8][C:9]1[CH:20]=[CH:19][N:18]=[C:21]([N:24]2[CH2:29][CH2:28][NH:27][CH2:26][CH2:25]2)[CH:23]=1)=[O:7]. The catalyst class is: 51. (6) Reactant: [CH:1]1([NH:4][C:5](=[O:33])[C:6]2[CH:11]=[CH:10][C:9]([CH3:12])=[C:8]([N:13]3[C:22](=[O:23])[C:21]4[C:16](=[CH:17][CH:18]=[C:19]([N:24]5[CH2:29][CH2:28][N:27]([CH:30]([CH3:32])[CH3:31])[CH2:26][CH2:25]5)[CH:20]=4)[N:15]=[CH:14]3)[CH:7]=2)[CH2:3][CH2:2]1.[ClH:34]. Product: [ClH:34].[CH:1]1([NH:4][C:5](=[O:33])[C:6]2[CH:11]=[CH:10][C:9]([CH3:12])=[C:8]([N:13]3[C:22](=[O:23])[C:21]4[C:16](=[CH:17][CH:18]=[C:19]([N:24]5[CH2:25][CH2:26][N:27]([CH:30]([CH3:31])[CH3:32])[CH2:28][CH2:29]5)[CH:20]=4)[N:15]=[CH:14]3)[CH:7]=2)[CH2:3][CH2:2]1. The catalyst class is: 684. (7) Reactant: [CH3:1][O:2][C:3](=[O:16])[CH2:4][N:5]1[C:10]2[CH:11]=[CH:12][CH:13]=[CH:14][C:9]=2[S:8][CH2:7][C:6]1=O.COC1C=CC(P2(SP(C3C=CC(OC)=CC=3)(=S)S2)=[S:26])=CC=1.O.C(=O)([O-])O.[Na+]. Product: [CH3:1][O:2][C:3](=[O:16])[CH2:4][N:5]1[C:10]2[CH:11]=[CH:12][CH:13]=[CH:14][C:9]=2[S:8][CH2:7][C:6]1=[S:26]. The catalyst class is: 7. (8) Reactant: [Br:1][C:2]1[N:7]=[C:6]([NH2:8])[CH:5]=[CH:4][CH:3]=1.[CH3:9][C:10]([CH3:15])([CH3:14])[C:11](Cl)=[O:12].C(N(C(C)C)CC)(C)C. Product: [Br:1][C:2]1[N:7]=[C:6]([NH:8][C:11](=[O:12])[C:10]([CH3:15])([CH3:14])[CH3:9])[CH:5]=[CH:4][CH:3]=1. The catalyst class is: 343. (9) Reactant: Cl.[NH2:2][CH:3]([C:5]1[N:6]=[C:7]2[S:22][CH:21]=[C:20]([CH3:23])[N:8]2[C:9](=[O:19])[C:10]=1[C:11]1[CH:16]=[C:15]([F:17])[CH:14]=[C:13]([F:18])[CH:12]=1)[CH3:4].[F:24][C:25]1[N:33]=[C:32]2[C:28]([NH:29][CH:30]=[N:31]2)=[C:27](Cl)[N:26]=1.C(N(CC)C(C)C)(C)C. Product: [F:18][C:13]1[CH:12]=[C:11]([C:10]2[C:9](=[O:19])[N:8]3[C:20]([CH3:23])=[CH:21][S:22][C:7]3=[N:6][C:5]=2[CH:3]([NH:2][C:27]2[N:26]=[C:25]([F:24])[N:33]=[C:32]3[C:28]=2[N:29]=[CH:30][NH:31]3)[CH3:4])[CH:16]=[C:15]([F:17])[CH:14]=1. The catalyst class is: 32.